From a dataset of Reaction yield outcomes from USPTO patents with 853,638 reactions. Predict the reaction yield, written as a fraction of the theoretical maximum amount of product (1.0 means a 100% yield; for example, 0.34 means a 34% yield). (1) The reactants are C([Li])CCC.CCCCCC.[O:12]([C:30]1[CH:35]=[C:34]([O:36][CH3:37])[CH:33]=[C:32]([O:38][CH3:39])[CH:31]=1)[Si:13]([C:26]([CH3:29])([CH3:28])[CH3:27])([C:20]1[CH:25]=[CH:24][CH:23]=[CH:22][CH:21]=1)[C:14]1[CH:19]=[CH:18][CH:17]=[CH:16][CH:15]=1.CN(C)[CH:42]=[O:43].[Cl-].[NH4+]. The catalyst is C(OCC)C. The product is [O:12]([C:30]1[CH:35]=[C:34]([O:36][CH3:37])[C:33]([CH:42]=[O:43])=[C:32]([O:38][CH3:39])[CH:31]=1)[Si:13]([C:26]([CH3:28])([CH3:29])[CH3:27])([C:20]1[CH:25]=[CH:24][CH:23]=[CH:22][CH:21]=1)[C:14]1[CH:15]=[CH:16][CH:17]=[CH:18][CH:19]=1. The yield is 0.410. (2) The yield is 0.890. The product is [F:19][C:20]([F:29])([F:30])[C:21]1[CH:28]=[CH:27][C:24]([CH2:25][O:12][C:10]2[CH:9]=[CH:8][C:6]3[N:7]=[C:3]([C:1]#[N:2])[S:4][C:5]=3[CH:11]=2)=[CH:23][CH:22]=1. The catalyst is CC(C)=O. The reactants are [C:1]([C:3]1[S:4][C:5]2[CH:11]=[C:10]([OH:12])[CH:9]=[CH:8][C:6]=2[N:7]=1)#[N:2].C(=O)([O-])[O-].[K+].[K+].[F:19][C:20]([F:30])([F:29])[C:21]1[CH:28]=[CH:27][C:24]([CH2:25]Br)=[CH:23][CH:22]=1.